From a dataset of Forward reaction prediction with 1.9M reactions from USPTO patents (1976-2016). Predict the product of the given reaction. (1) Given the reactants [C:1]([O:5][C:6]([N:8]1[CH2:12][C@H:11]([O:13][CH3:14])[CH2:10][C@@H:9]1[C:15]([OH:17])=O)=[O:7])([CH3:4])([CH3:3])[CH3:2].[NH2:18][C:19]1[CH:24]=[CH:23][C:22]([N:25]2[CH:30]=[CH:29][CH:28]=[CH:27][C:26]2=[O:31])=[CH:21][C:20]=1[F:32].CCOC1N(C(OCC)=O)C2C(=CC=CC=2)C=C1.C(N(CC)CC)C, predict the reaction product. The product is: [C:1]([O:5][C:6]([N:8]1[CH2:12][C@H:11]([O:13][CH3:14])[CH2:10][C@@H:9]1[C:15](=[O:17])[NH:18][C:19]1[CH:24]=[CH:23][C:22]([N:25]2[CH:30]=[CH:29][CH:28]=[CH:27][C:26]2=[O:31])=[CH:21][C:20]=1[F:32])=[O:7])([CH3:2])([CH3:3])[CH3:4]. (2) The product is: [Cl:51][C:49]1[CH:50]=[C:45]([C:39]2([C:41]([F:43])([F:42])[F:44])[O:38][N:37]=[C:36]([C:29]3[C:30]4[C:35](=[CH:34][CH:33]=[CH:32][CH:31]=4)[C:26]([C:24]4[CH:23]=[N:22][NH:21][CH:25]=4)=[CH:27][CH:28]=3)[CH2:40]2)[CH:46]=[C:47]([Cl:52])[CH:48]=1. Given the reactants FC(F)(F)C(OC(=O)C(F)(F)F)=O.C(OC([N:21]1[CH:25]=[C:24]([C:26]2[C:35]3[C:30](=[CH:31][CH:32]=[CH:33][CH:34]=3)[C:29]([C:36]3[CH2:40][C:39]([C:45]4[CH:50]=[C:49]([Cl:51])[CH:48]=[C:47]([Cl:52])[CH:46]=4)([C:41]([F:44])([F:43])[F:42])[O:38][N:37]=3)=[CH:28][CH:27]=2)[CH:23]=[N:22]1)=O)(C)(C)C.[OH-].[Na+], predict the reaction product.